From a dataset of Full USPTO retrosynthesis dataset with 1.9M reactions from patents (1976-2016). Predict the reactants needed to synthesize the given product. (1) Given the product [CH3:1][C@H:2]1[CH2:6][C:5]2[CH:7]=[C:8]([CH3:12])[CH:9]=[C:10]([NH2:11])[C:4]=2[O:3]1, predict the reactants needed to synthesize it. The reactants are: [CH3:1][C@@H:2]1[CH2:6][C:5]2[CH:7]=[C:8]([CH3:12])[CH:9]=[C:10]([NH2:11])[C:4]=2[O:3]1.C[C@H]1CC2C=C(C)C=C([N+]([O-])=O)C=2O1. (2) Given the product [CH3:13][N:14]([CH3:15])[CH2:4][C:3]1[CH:6]=[C:7]([N+:10]([O-:12])=[O:11])[CH:8]=[CH:9][C:2]=1[F:1], predict the reactants needed to synthesize it. The reactants are: [F:1][C:2]1[CH:9]=[CH:8][C:7]([N+:10]([O-:12])=[O:11])=[CH:6][C:3]=1[CH:4]=O.[CH3:13][NH:14][CH3:15].